Dataset: Peptide-MHC class I binding affinity with 185,985 pairs from IEDB/IMGT. Task: Regression. Given a peptide amino acid sequence and an MHC pseudo amino acid sequence, predict their binding affinity value. This is MHC class I binding data. The peptide sequence is IAPGIADIR. The MHC is HLA-A33:01 with pseudo-sequence HLA-A33:01. The binding affinity (normalized) is 0.0502.